Dataset: Full USPTO retrosynthesis dataset with 1.9M reactions from patents (1976-2016). Task: Predict the reactants needed to synthesize the given product. The reactants are: [C:1]1([C:36]2[CH:41]=[CH:40][CH:39]=[CH:38][CH:37]=2)[CH:6]=[CH:5][C:4]([C:7]2[N:12]=[C:11]3[C:13](F)=[C:14]([O:24][C@H:25]4[C@H:29]5[O:30][CH2:31][C@@H:32]([OH:33])[C@H:28]5[O:27][CH2:26]4)[N:15]([CH2:16][O:17][CH2:18][CH2:19][Si:20]([CH3:23])([CH3:22])[CH3:21])[C:10]3=[CH:9][C:8]=2[Cl:35])=[CH:3][CH:2]=1.[F-].C([N+](CCCC)(CCCC)CCCC)CCC.C(N)CN. Given the product [C:1]1([C:36]2[CH:41]=[CH:40][CH:39]=[CH:38][CH:37]=2)[CH:2]=[CH:3][C:4]([C:7]2[N:12]=[C:11]3[CH:13]=[C:14]([O:24][C@H:25]4[C@H:29]5[O:30][CH2:31][C@@H:32]([OH:33])[C@H:28]5[O:27][CH2:26]4)[N:15]([CH2:16][O:17][CH2:18][CH2:19][Si:20]([CH3:21])([CH3:22])[CH3:23])[C:10]3=[CH:9][C:8]=2[Cl:35])=[CH:5][CH:6]=1, predict the reactants needed to synthesize it.